From a dataset of Reaction yield outcomes from USPTO patents with 853,638 reactions. Predict the reaction yield, written as a fraction of the theoretical maximum amount of product (1.0 means a 100% yield; for example, 0.34 means a 34% yield). The catalyst is C(=S)=S. The product is [Br:1][C:2]1[C:3]2[CH:10]=[C:9]([Cl:11])[CH:8]=[CH:7][C:4]=2[S:5][C:6]=1[C:16](=[O:18])[CH3:17]. The yield is 0.980. The reactants are [Br:1][C:2]1[C:3]2[CH:10]=[C:9]([Cl:11])[CH:8]=[CH:7][C:4]=2[S:5][CH:6]=1.[Al+3].[Cl-].[Cl-].[Cl-].[C:16](Cl)(=[O:18])[CH3:17].